Dataset: Forward reaction prediction with 1.9M reactions from USPTO patents (1976-2016). Task: Predict the product of the given reaction. (1) Given the reactants [C:1]([C:5]1[CH:10]=[CH:9][C:8]([S:11]([N:14]([CH2:24][C:25]([OH:27])=O)[C:15]2[CH:20]=[CH:19][CH:18]=[C:17]([N:21]([CH3:23])[CH3:22])[CH:16]=2)(=[O:13])=[O:12])=[CH:7][CH:6]=1)([CH3:4])([CH3:3])[CH3:2].[CH2:28]([NH:30][CH2:31][C:32]1[CH:33]=[N:34][CH:35]=[CH:36][CH:37]=1)[CH3:29], predict the reaction product. The product is: [C:1]([C:5]1[CH:10]=[CH:9][C:8]([S:11]([N:14]([C:15]2[CH:20]=[CH:19][CH:18]=[C:17]([N:21]([CH3:22])[CH3:23])[CH:16]=2)[CH2:24][C:25]([N:30]([CH2:28][CH3:29])[CH2:31][C:32]2[CH:33]=[N:34][CH:35]=[CH:36][CH:37]=2)=[O:27])(=[O:13])=[O:12])=[CH:7][CH:6]=1)([CH3:2])([CH3:3])[CH3:4]. (2) Given the reactants C([O:8][C:9]1[C:10]([CH2:31][CH3:32])=[CH:11][C:12]2[CH:13]3[CH:21]([CH2:22][CH2:23][C:24]=2[CH:25]=1)[CH:20]1[C:16]([CH3:30])([C:17](=[CH:26][CH2:27][O:28][CH3:29])[CH2:18][CH2:19]1)[CH2:15][CH2:14]3)C1C=CC=CC=1.CC(O)C, predict the reaction product. The product is: [CH2:31]([C:10]1[C:9]([OH:8])=[CH:25][C:24]2[CH2:23][CH2:22][CH:21]3[CH:13]([CH2:14][CH2:15][C:16]4([CH3:30])[CH:20]3[CH2:19][CH2:18][C:17]4=[CH:26][CH2:27][O:28][CH3:29])[C:12]=2[CH:11]=1)[CH3:32]. (3) Given the reactants [CH:1]([O:14][N:15]1[CH:20]=[C:19]([O:21][CH2:22][C:23]2[CH:28]=[CH:27][C:26]([O:29][CH3:30])=[CH:25][CH:24]=2)[C:18](=[O:31])[CH:17]=[C:16]1[CH2:32][N:33]1C(=O)C2C(=CC=CC=2)C1=O)([C:8]1[CH:13]=[CH:12][CH:11]=[CH:10][CH:9]=1)[C:2]1[CH:7]=[CH:6][CH:5]=[CH:4][CH:3]=1.O.NN, predict the reaction product. The product is: [NH2:33][CH2:32][C:16]1[N:15]([O:14][CH:1]([C:2]2[CH:3]=[CH:4][CH:5]=[CH:6][CH:7]=2)[C:8]2[CH:9]=[CH:10][CH:11]=[CH:12][CH:13]=2)[CH:20]=[C:19]([O:21][CH2:22][C:23]2[CH:24]=[CH:25][C:26]([O:29][CH3:30])=[CH:27][CH:28]=2)[C:18](=[O:31])[CH:17]=1. (4) Given the reactants [F:1][C:2]1[C:10]([C:11]([F:14])([F:13])[F:12])=[CH:9][CH:8]=[CH:7][C:3]=1[C:4]([OH:6])=O.ClC1C(C(F)(F)F)=CC=CC=1C(O)=O.ClC1C(C(F)(F)F)=CC=CC=1C([N:42]1[CH2:51][CH2:50][C:49]2[C:48]([C:52]3[N:56](C4CCCCO4)[N:55]=[CH:54][CH:53]=3)=[N:47][C:46]([CH3:63])=[N:45][C:44]=2[CH2:43]1)=O, predict the reaction product. The product is: [F:1][C:2]1[C:10]([C:11]([F:14])([F:13])[F:12])=[CH:9][CH:8]=[CH:7][C:3]=1[C:4]([N:42]1[CH2:51][CH2:50][C:49]2[C:48]([C:52]3[NH:56][N:55]=[CH:54][CH:53]=3)=[N:47][C:46]([CH3:63])=[N:45][C:44]=2[CH2:43]1)=[O:6]. (5) Given the reactants [C:1]([O:5][C:6]([N:8]1[CH2:13][CH2:12][C@@H:11]([CH2:14][OH:15])[C@H:10]([O:16][CH2:17][O:18][CH3:19])[CH2:9]1)=[O:7])([CH3:4])([CH3:3])[CH3:2].CC(OI1(OC(C)=O)(OC(C)=O)OC(=O)C2C1=CC=CC=2)=O, predict the reaction product. The product is: [C:1]([O:5][C:6]([N:8]1[CH2:13][CH2:12][C@@H:11]([CH:14]=[O:15])[C@H:10]([O:16][CH2:17][O:18][CH3:19])[CH2:9]1)=[O:7])([CH3:4])([CH3:3])[CH3:2]. (6) Given the reactants [Cl:1][C:2]1[CH:11]=[C:10]2[C:5]([N:6]=[C:7]([O:21]C)[C:8]([C@H:12]([NH:14][S@@](C(C)(C)C)=O)[CH3:13])=[N:9]2)=[CH:4][CH:3]=1.I[Si](C)(C)C, predict the reaction product. The product is: [NH2:14][C@@H:12]([C:8]1[C:7](=[O:21])[NH:6][C:5]2[C:10]([N:9]=1)=[CH:11][C:2]([Cl:1])=[CH:3][CH:4]=2)[CH3:13]. (7) Given the reactants C([O-])([O-])=O.[K+].[K+].[CH2:7]([O:9][C:10]([N:12]1[CH2:17][CH2:16][NH:15][CH2:14][CH2:13]1)=[O:11])[CH3:8].[CH2:18](Br)[C:19]#[CH:20], predict the reaction product. The product is: [CH2:7]([O:9][C:10]([N:12]1[CH2:13][CH2:14][N:15]([CH2:20][C:19]#[CH:18])[CH2:16][CH2:17]1)=[O:11])[CH3:8]. (8) Given the reactants Cl[C:2]1[N:7]=[C:6]([NH:8][C@@H:9]2[CH2:14][CH2:13][CH2:12][CH2:11][C@H:10]2[NH:15][S:16]([CH3:19])(=[O:18])=[O:17])[C:5]([Cl:20])=[CH:4][N:3]=1.[CH3:21][O:22][C:23]1[C:24]([NH2:42])=[CH:25][C:26]2[CH2:32][CH2:31][N:30]([CH2:33][CH2:34][N:35]3[CH2:40][CH2:39][O:38][CH2:37][CH2:36]3)[CH2:29][CH2:28][C:27]=2[CH:41]=1, predict the reaction product. The product is: [Cl:20][C:5]1[C:6]([NH:8][C@@H:9]2[CH2:14][CH2:13][CH2:12][CH2:11][C@H:10]2[NH:15][S:16]([CH3:19])(=[O:18])=[O:17])=[N:7][C:2]([NH:42][C:24]2[C:23]([O:22][CH3:21])=[CH:41][C:27]3[CH2:28][CH2:29][N:30]([CH2:33][CH2:34][N:35]4[CH2:40][CH2:39][O:38][CH2:37][CH2:36]4)[CH2:31][CH2:32][C:26]=3[CH:25]=2)=[N:3][CH:4]=1.